From a dataset of Full USPTO retrosynthesis dataset with 1.9M reactions from patents (1976-2016). Predict the reactants needed to synthesize the given product. (1) The reactants are: OC1C(C(C2C=CC=CC=2)(C)C)=NC2C([C:11]=1[C:12]([OH:14])=[O:13])=CC=C1CCCCC=21.[F:28][C:29]([F:42])([F:41])[C:30]1[CH:31]=[CH:32][CH:33]=[C:34]2[C:38]=1[NH:37][C:36](=O)[C:35]2=[O:40].OCC(=O)[CH:46]([C:50]1[CH:55]=[CH:54][CH:53]=[CH:52][CH:51]=1)[CH:47]([CH3:49])[CH3:48]. Given the product [OH:40][C:35]1[C:36]([CH:46]([C:50]2[CH:51]=[CH:52][CH:53]=[CH:54][CH:55]=2)[CH:47]([CH3:48])[CH3:49])=[N:37][C:38]2[C:34]([C:11]=1[C:12]([OH:14])=[O:13])=[CH:33][CH:32]=[CH:31][C:30]=2[C:29]([F:28])([F:41])[F:42], predict the reactants needed to synthesize it. (2) Given the product [N:12]([CH2:2][CH:3]([C:5]1[CH:10]=[CH:9][CH:8]=[C:7]([F:11])[CH:6]=1)[F:4])=[N+:13]=[N-:14], predict the reactants needed to synthesize it. The reactants are: Br[CH2:2][CH:3]([C:5]1[CH:10]=[CH:9][CH:8]=[C:7]([F:11])[CH:6]=1)[F:4].[N-:12]=[N+:13]=[N-:14].[Na+]. (3) The reactants are: [F:1][C:2]1(F)[CH2:16][CH2:15][C:5]2([O:14][C:9]3=[N:10][CH:11]=[CH:12][CH:13]=[C:8]3[CH:7]=[CH:6]2)[CH2:4][CH2:3]1.C([O-])(O)=O.[Na+]. Given the product [F:1][C:2]1[CH2:16][CH2:15][C:5]2([O:14][C:9]3=[N:10][CH:11]=[CH:12][CH:13]=[C:8]3[CH:7]=[CH:6]2)[CH2:4][CH:3]=1, predict the reactants needed to synthesize it. (4) Given the product [CH2:18]([O:25][C:26]1[CH:31]=[CH:30][C:29]([C:2]2[C:3](=[O:17])[N:4]([CH3:16])[C:5]([NH:8][C:9]3[CH:14]=[CH:13][C:12]([F:15])=[CH:11][CH:10]=3)=[N:6][CH:7]=2)=[CH:28][C:27]=1[F:35])[C:19]1[CH:20]=[CH:21][CH:22]=[CH:23][CH:24]=1, predict the reactants needed to synthesize it. The reactants are: Br[C:2]1[C:3](=[O:17])[N:4]([CH3:16])[C:5]([NH:8][C:9]2[CH:14]=[CH:13][C:12]([F:15])=[CH:11][CH:10]=2)=[N:6][CH:7]=1.[CH2:18]([O:25][C:26]1[CH:31]=[CH:30][C:29](B(O)O)=[CH:28][C:27]=1[F:35])[C:19]1[CH:24]=[CH:23][CH:22]=[CH:21][CH:20]=1.[Cl-].[Li+].